This data is from Catalyst prediction with 721,799 reactions and 888 catalyst types from USPTO. The task is: Predict which catalyst facilitates the given reaction. (1) Reactant: [CH2:1]([O:3][C:4](=[O:15])[CH2:5][CH2:6][CH2:7][CH:8]([C:12](=[O:14])[CH3:13])[C:9](=[O:11])[CH3:10])[CH3:2].[C:16](=O)([O-])[O-].[K+].[K+].IC. Product: [CH2:1]([O:3][C:4](=[O:15])[CH2:5][CH2:6][CH2:7][C:8]([C:9](=[O:11])[CH3:10])([CH3:16])[C:12](=[O:14])[CH3:13])[CH3:2]. The catalyst class is: 21. (2) Reactant: [CH3:1][C:2]1[S:3][C:4]([CH:7]=[CH:8][N+:9]([O-])=O)=[CH:5][CH:6]=1.[H-].[Al+3].[Li+].[H-].[H-].[H-].O.C(C(C(C([O-])=O)O)O)([O-])=O.[Na+].[K+]. Product: [CH3:1][C:2]1[S:3][C:4]([CH2:7][CH2:8][NH2:9])=[CH:5][CH:6]=1. The catalyst class is: 27. (3) Reactant: [Cl-].[Cl:2][C:3]1[C:12]2[C:7](=[C:8]([C:13]3[CH:18]=[CH:17][CH:16]=[CH:15][CH:14]=3)[CH:9]=[CH:10][CH:11]=2)[O+:6]=[C:5]([N:19]2[CH2:24][CH2:23][O:22][CH2:21][CH2:20]2)[CH:4]=1.[O-:25][CH2:26][CH3:27].[Na+].C(O)C. Product: [Cl-:2].[CH2:26]([O:25][C:3]1[C:12]2[C:7](=[C:8]([C:13]3[CH:18]=[CH:17][CH:16]=[CH:15][CH:14]=3)[CH:9]=[CH:10][CH:11]=2)[O+:6]=[C:5]([N:19]2[CH2:24][CH2:23][O:22][CH2:21][CH2:20]2)[CH:4]=1)[CH3:27]. The catalyst class is: 22. (4) Reactant: C([SiH](CC)CC)C.[CH:8]1([NH:11][C:12](=[O:24])[CH2:13][O:14][C:15]2[CH:20]=[CH:19][CH:18]=[C:17]([N+:21]([O-])=O)[CH:16]=2)[CH2:10][CH2:9]1. Product: [NH2:21][C:17]1[CH:16]=[C:15]([CH:20]=[CH:19][CH:18]=1)[O:14][CH2:13][C:12]([NH:11][CH:8]1[CH2:9][CH2:10]1)=[O:24]. The catalyst class is: 19. (5) Reactant: Cl[C:2]1[N:11]=[CH:10][C:9]([O:12][CH3:13])=[CH:8][C:3]=1[C:4]([O:6][CH3:7])=[O:5].C(=O)([O-])[O-].[Cs+].[Cs+].[SH:20][CH2:21][CH2:22][NH:23][C:24](=[O:30])[O:25][C:26]([CH3:29])([CH3:28])[CH3:27]. Product: [C:26]([O:25][C:24]([NH:23][CH2:22][CH2:21][S:20][C:2]1[N:11]=[CH:10][C:9]([O:12][CH3:13])=[CH:8][C:3]=1[C:4]([O:6][CH3:7])=[O:5])=[O:30])([CH3:29])([CH3:28])[CH3:27]. The catalyst class is: 3. (6) Reactant: C(O[C:6](=O)[N:7]([C@H:9]([C:11](=[O:47])[NH:12][C@@H:13]1[C:19](=[O:20])[N:18]([CH2:21][C:22]2[C:31]3[C:26](=[CH:27][C:28]([Br:32])=[CH:29][CH:30]=3)[CH:25]=[CH:24][C:23]=2[O:33][CH3:34])[C:17]2[CH:35]=[CH:36][CH:37]=[CH:38][C:16]=2[N:15]([C:39]([C:41]2[CH:46]=[CH:45][CH:44]=[CH:43][N:42]=2)=[O:40])[CH2:14]1)[CH3:10])C)(C)(C)C.[ClH:49]. Product: [ClH:49].[Br:32][C:28]1[CH:27]=[C:26]2[C:31](=[CH:30][CH:29]=1)[C:22]([CH2:21][N:18]1[C:19](=[O:20])[C@@H:13]([NH:12][C:11](=[O:47])[C@@H:9]([NH:7][CH3:6])[CH3:10])[CH2:14][N:15]([C:39]([C:41]3[CH:46]=[CH:45][CH:44]=[CH:43][N:42]=3)=[O:40])[C:16]3[CH:38]=[CH:37][CH:36]=[CH:35][C:17]1=3)=[C:23]([O:33][CH3:34])[CH:24]=[CH:25]2. The catalyst class is: 275.